From a dataset of Catalyst prediction with 721,799 reactions and 888 catalyst types from USPTO. Predict which catalyst facilitates the given reaction. (1) Reactant: Br[C:2]1[C:3]([O:19][CH2:20][C:21]2[N:22]([CH3:26])[N:23]=[CH:24][N:25]=2)=[N:4][N:5]2[C:10]=1[C:9]([CH3:11])=[N:8][N:7]=[C:6]2[C:12]1[CH:17]=[CH:16][CH:15]=[CH:14][C:13]=1[F:18].[S:27]1[CH:31]=[CH:30][C:29](B(O)O)=[CH:28]1.C(=O)([O-])[O-].[Cs+].[Cs+].C(P(C(C)(C)C)C(C)(C)C)(C)(C)C. The catalyst class is: 62. Product: [F:18][C:13]1[CH:14]=[CH:15][CH:16]=[CH:17][C:12]=1[C:6]1[N:5]2[N:4]=[C:3]([O:19][CH2:20][C:21]3[N:22]([CH3:26])[N:23]=[CH:24][N:25]=3)[C:2]([C:29]3[CH:30]=[CH:31][S:27][CH:28]=3)=[C:10]2[C:9]([CH3:11])=[N:8][N:7]=1. (2) Reactant: [Br:1][C:2]1[CH:7]=[C:6]2[NH:8][CH2:9][C:10]3([CH2:13][S:12][CH2:11]3)[C:5]2=[CH:4][CH:3]=1.C(N(CC)CC)C.[C:21](Cl)([CH3:23])=[O:22].Cl. Product: [C:21]([N:8]1[C:6]2[C:5](=[CH:4][CH:3]=[C:2]([Br:1])[CH:7]=2)[C:10]2([CH2:13][S:12][CH2:11]2)[CH2:9]1)(=[O:22])[CH3:23]. The catalyst class is: 166. (3) Reactant: Br[C:2]1[CH:3]=[C:4]2[C:9](=[CH:10][CH:11]=1)[N:8]=[C:7]([CH2:12][CH3:13])[N:6]([CH3:14])[C:5]2=[O:15].[CH3:16][S:17]([O-:19])=[O:18].[Na+]. Product: [CH2:12]([C:7]1[N:6]([CH3:14])[C:5](=[O:15])[C:4]2[C:9](=[CH:10][CH:11]=[C:2]([S:17]([CH3:16])(=[O:19])=[O:18])[CH:3]=2)[N:8]=1)[CH3:13]. The catalyst class is: 205. (4) Reactant: [CH3:1][O:2][C:3]1[CH:8]=[CH:7][C:6]([C:9]2[C:17]3[C:16]([NH:18][C:19]4[CH:20]=[C:21]([CH:27]=[CH:28][CH:29]=4)[O:22][CH2:23][C:24]([OH:26])=[O:25])=[N:15][CH:14]=[N:13][C:12]=3[O:11][C:10]=2[C:30]2[CH:35]=[CH:34][CH:33]=[CH:32][CH:31]=2)=[CH:5][CH:4]=1.CO.O.[OH-].[Na+:40]. Product: [Na+:40].[CH3:1][O:2][C:3]1[CH:4]=[CH:5][C:6]([C:9]2[C:17]3[C:16]([NH:18][C:19]4[CH:20]=[C:21]([CH:27]=[CH:28][CH:29]=4)[O:22][CH2:23][C:24]([O-:26])=[O:25])=[N:15][CH:14]=[N:13][C:12]=3[O:11][C:10]=2[C:30]2[CH:35]=[CH:34][CH:33]=[CH:32][CH:31]=2)=[CH:7][CH:8]=1. The catalyst class is: 1.